Dataset: Full USPTO retrosynthesis dataset with 1.9M reactions from patents (1976-2016). Task: Predict the reactants needed to synthesize the given product. (1) The reactants are: Br[CH2:2][C:3]1[CH:25]=[C:24]([Cl:26])[C:6]([C:7]([C:9]2[C:17]3[C:12](=[C:13]([NH:18][C:19]([CH:21]4[CH2:23][CH2:22]4)=[O:20])[N:14]=[CH:15][CH:16]=3)[NH:11][CH:10]=2)=[O:8])=[C:5]([Cl:27])[CH:4]=1.C(=O)([O-])[O-].[Cs+].[Cs+].[CH3:34][NH2:35]. Given the product [Cl:27][C:5]1[CH:4]=[C:3]([CH2:2][NH:35][CH3:34])[CH:25]=[C:24]([Cl:26])[C:6]=1[C:7]([C:9]1[C:17]2[C:12](=[C:13]([NH:18][C:19]([CH:21]3[CH2:22][CH2:23]3)=[O:20])[N:14]=[CH:15][CH:16]=2)[NH:11][CH:10]=1)=[O:8], predict the reactants needed to synthesize it. (2) Given the product [Br:1][CH:2]([C:6]1[C:7]([Cl:12])=[N:8][CH:9]=[CH:10][CH:11]=1)[C:3]([O:5][CH3:18])=[O:4], predict the reactants needed to synthesize it. The reactants are: [Br:1][CH:2]([C:6]1[C:7]([Cl:12])=[N:8][CH:9]=[CH:10][CH:11]=1)[C:3]([OH:5])=[O:4].S(=O)(=O)(O)O.[C:18]([O-])(O)=O.[Na+]. (3) Given the product [Cl:30][C:31]1[CH:32]=[C:33]([C:37]2[N:40]=[C:27]([CH:12]3[CH2:13][CH:14]([C:16]4[CH:21]=[CH:20][C:19]([O:22][C:23]([F:24])([F:25])[F:26])=[CH:18][CH:17]=4)[CH2:15][N:10]([C:8]([N:5]4[CH2:6][CH2:7][CH:2]([OH:1])[CH2:3][CH2:4]4)=[O:9])[CH2:11]3)[O:28][N:38]=2)[CH:34]=[CH:35][CH:36]=1, predict the reactants needed to synthesize it. The reactants are: [OH:1][CH:2]1[CH2:7][CH2:6][N:5]([C:8]([N:10]2[CH2:15][CH:14]([C:16]3[CH:21]=[CH:20][C:19]([O:22][C:23]([F:26])([F:25])[F:24])=[CH:18][CH:17]=3)[CH2:13][CH:12]([C:27](O)=[O:28])[CH2:11]2)=[O:9])[CH2:4][CH2:3]1.[Cl:30][C:31]1[CH:32]=[C:33]([C:37](=[NH:40])[NH:38]O)[CH:34]=[CH:35][CH:36]=1. (4) Given the product [C:1]([C:5]1[C:6]2[CH:12]([C:13]3[CH:18]=[CH:17][CH:16]=[CH:15][C:14]=3[O:19][CH3:20])[N:11]([C:21]3[CH:26]=[CH:25][C:24]([C:27]4[O:31][N:30]=[C:29]([NH2:32])[CH:28]=4)=[CH:23][CH:22]=3)[C:10](=[O:40])[C:7]=2[NH:8][N:9]=1)([CH3:4])([CH3:2])[CH3:3], predict the reactants needed to synthesize it. The reactants are: [C:1]([C:5]1[C:6]2[CH:12]([C:13]3[CH:18]=[CH:17][CH:16]=[CH:15][C:14]=3[O:19][CH3:20])[N:11]([C:21]3[CH:26]=[CH:25][C:24]([C:27]4[O:31][N:30]=[C:29]([NH:32]C(OC(C)(C)C)=O)[CH:28]=4)=[CH:23][CH:22]=3)[C:10](=[O:40])[C:7]=2[NH:8][N:9]=1)([CH3:4])([CH3:3])[CH3:2].Cl. (5) Given the product [Cl:19][C:11]1[CH:12]=[CH:13][C:14]([NH2:16])=[CH:15][C:10]=1[C:8]1[O:9][C:5]2[CH:4]=[CH:3][C:2]([Cl:1])=[CH:20][C:6]=2[N:7]=1, predict the reactants needed to synthesize it. The reactants are: [Cl:1][C:2]1[CH:3]=[CH:4][C:5]2[O:9][C:8]([C:10]3[CH:15]=[C:14]([N+:16]([O-])=O)[CH:13]=[CH:12][C:11]=3[Cl:19])=[N:7][C:6]=2[CH:20]=1.Cl. (6) Given the product [Cl:1][C:2]1[CH:7]=[CH:6][CH:5]=[CH:4][C:3]=1[N:8]1[C:16]2[CH2:15][CH2:14][N:13]([C:26]([NH:25][C:28]3[CH:29]=[N:30][CH:31]=[CH:32][CH:33]=3)=[O:27])[CH2:12][C:11]=2[C:10]([CH3:17])=[C:9]1[C:18]1[CH:19]=[CH:20][C:21]([Cl:24])=[CH:22][CH:23]=1, predict the reactants needed to synthesize it. The reactants are: [Cl:1][C:2]1[CH:7]=[CH:6][CH:5]=[CH:4][C:3]=1[N:8]1[C:16]2[CH2:15][CH2:14][NH:13][CH2:12][C:11]=2[C:10]([CH3:17])=[C:9]1[C:18]1[CH:23]=[CH:22][C:21]([Cl:24])=[CH:20][CH:19]=1.[N:25]([C:28]1[CH:29]=[N:30][CH:31]=[CH:32][CH:33]=1)=[C:26]=[O:27].C(N(CC)CC)C. (7) Given the product [CH3:17][C:18]1[CH:23]=[CH:22][N:21]=[CH:20][C:19]=1[C:2]1[C:10]2[N:9]=[CH:8][NH:7][C:6]=2[CH:5]=[CH:4][CH:3]=1, predict the reactants needed to synthesize it. The reactants are: Br[C:2]1[C:10]2[N:9]=[CH:8][NH:7][C:6]=2[CH:5]=[CH:4][CH:3]=1.C(=O)([O-])[O-].[Na+].[Na+].[CH3:17][C:18]1[CH:23]=[CH:22][N:21]=[CH:20][C:19]=1B(O)O.O. (8) Given the product [CH2:1]([O:3][C:4](=[O:15])[C:5]1[CH:10]=[CH:9][C:8]([Br:11])=[C:7]([CH:12]=[O:18])[CH:6]=1)[CH3:2], predict the reactants needed to synthesize it. The reactants are: [CH2:1]([O:3][C:4](=[O:15])[C:5]1[CH:10]=[CH:9][C:8]([Br:11])=[C:7]([CH:12](Br)Br)[CH:6]=1)[CH3:2].CC[OH:18].